This data is from Peptide-MHC class I binding affinity with 185,985 pairs from IEDB/IMGT. The task is: Regression. Given a peptide amino acid sequence and an MHC pseudo amino acid sequence, predict their binding affinity value. This is MHC class I binding data. (1) The peptide sequence is ITLWQRPLV. The MHC is HLA-B18:01 with pseudo-sequence HLA-B18:01. The binding affinity (normalized) is 0. (2) The peptide sequence is AEFGPWQTV. The MHC is HLA-C04:01 with pseudo-sequence HLA-C04:01. The binding affinity (normalized) is 0.213. (3) The peptide sequence is YVSSIFLHLL. The MHC is HLA-A02:01 with pseudo-sequence HLA-A02:01. The binding affinity (normalized) is 0.370. (4) The peptide sequence is WILDRLFFK. The MHC is BoLA-T2a with pseudo-sequence BoLA-T2a. The binding affinity (normalized) is 0.482. (5) The peptide sequence is QVGIFLICK. The MHC is HLA-A11:01 with pseudo-sequence HLA-A11:01. The binding affinity (normalized) is 0.266. (6) The peptide sequence is TAVPWNASW. The MHC is HLA-B40:01 with pseudo-sequence HLA-B40:01. The binding affinity (normalized) is 0.